Dataset: Full USPTO retrosynthesis dataset with 1.9M reactions from patents (1976-2016). Task: Predict the reactants needed to synthesize the given product. (1) Given the product [OH:1][C:2]1[CH:10]=[CH:9][C:8]([C:11]2[N:12]([C:22]([O:24][C:25]([CH3:27])([CH3:26])[CH3:28])=[O:23])[C:13]3[C:18]([CH:19]=2)=[CH:17][C:16]([CH2:20][N:36]2[CH2:37][CH2:38][N:33]([CH2:32][CH2:31][OH:30])[CH2:34][CH2:35]2)=[CH:15][CH:14]=3)=[C:7]2[C:3]=1[CH2:4][NH:5][C:6]2=[O:29], predict the reactants needed to synthesize it. The reactants are: [OH:1][C:2]1[CH:10]=[CH:9][C:8]([C:11]2[N:12]([C:22]([O:24][C:25]([CH3:28])([CH3:27])[CH3:26])=[O:23])[C:13]3[C:18]([CH:19]=2)=[CH:17][C:16]([CH:20]=O)=[CH:15][CH:14]=3)=[C:7]2[C:3]=1[CH2:4][NH:5][C:6]2=[O:29].[OH:30][CH2:31][CH2:32][N:33]1[CH2:38][CH2:37][NH:36][CH2:35][CH2:34]1.C(O)(=O)C.C(O[BH-](OC(=O)C)OC(=O)C)(=O)C.[Na+].Cl. (2) Given the product [Si:11]([O:18][CH2:19][CH2:20][CH2:21][CH2:22][CH:23]([C:24]([O:26][CH3:27])=[O:25])[C:4](=[O:6])[C:3]([O:9][CH3:10])=[O:8])([C:14]([CH3:17])([CH3:16])[CH3:15])([CH3:12])[CH3:13], predict the reactants needed to synthesize it. The reactants are: [H-].[Na+].[C:3]([O:9][CH3:10])(=[O:8])[C:4]([O:6]C)=O.[Si:11]([O:18][CH2:19][CH2:20][CH2:21][CH2:22][CH2:23][C:24]([O:26][CH3:27])=[O:25])([C:14]([CH3:17])([CH3:16])[CH3:15])([CH3:13])[CH3:12].Cl. (3) Given the product [CH3:1][O:2][C:3](=[O:26])[CH2:4][CH2:5][C:6]1[C:8](=[O:25])[N:9]([CH2:10][C:11]2[CH:16]=[CH:15][C:14]([O:17][CH3:18])=[CH:13][C:12]=2[O:19][CH3:20])[CH2:21][CH2:22][CH:23]=1, predict the reactants needed to synthesize it. The reactants are: [CH3:1][O:2][C:3](=[O:26])[CH2:4][CH2:5][C:6]([C:8](=[O:25])[N:9]([CH2:21][CH2:22][CH:23]=C)[CH2:10][C:11]1[CH:16]=[CH:15][C:14]([O:17][CH3:18])=[CH:13][C:12]=1[O:19][CH3:20])=C. (4) The reactants are: [Br:1][C:2]1[C:3]([F:12])=[C:4]2[C:10]([NH2:11])=[CH:9][NH:8][C:5]2=[N:6][CH:7]=1.[CH3:13][N:14]1[C:19](=[O:20])[CH:18]=[CH:17][C:16]([C:21](O)=[O:22])=[N:15]1.C1N(P(Cl)(N2C(=O)OCC2)=O)C(=O)OC1.[Li+].[OH-]. Given the product [Br:1][C:2]1[C:3]([F:12])=[C:4]2[C:10]([NH:11][C:21]([C:16]3[CH:17]=[CH:18][C:19](=[O:20])[N:14]([CH3:13])[N:15]=3)=[O:22])=[CH:9][NH:8][C:5]2=[N:6][CH:7]=1, predict the reactants needed to synthesize it.